From a dataset of Catalyst prediction with 721,799 reactions and 888 catalyst types from USPTO. Predict which catalyst facilitates the given reaction. Reactant: [Br:1][C:2]1[CH:7]=[CH:6][CH:5]=[CH:4][C:3]=1[CH2:8][S:9]([O-:12])(=O)=[O:10].[Na+].P(Cl)(Cl)(Cl)(Cl)[Cl:15]. Product: [Br:1][C:2]1[CH:7]=[CH:6][CH:5]=[CH:4][C:3]=1[CH2:8][S:9]([Cl:15])(=[O:12])=[O:10]. The catalyst class is: 11.